Predict the product of the given reaction. From a dataset of Forward reaction prediction with 1.9M reactions from USPTO patents (1976-2016). (1) Given the reactants [F:1][C:2]1[CH:7]=[CH:6][C:5]([OH:8])=[CH:4][CH:3]=1.C(=O)([O-])[O-].[K+].[K+].Cl[CH2:16][C:17]#[N:18], predict the reaction product. The product is: [F:1][C:2]1[CH:7]=[CH:6][C:5]([O:8][CH2:16][C:17]#[N:18])=[CH:4][CH:3]=1. (2) Given the reactants [OH:1][C:2]1[CH:3]=[C:4]([CH:9]=[C:10]([OH:13])[C:11]=1[OH:12])[C:5]([O:7][CH3:8])=[O:6], predict the reaction product. The product is: [OH:1][C:2]1[CH:3]=[C:4]([CH:9]=[C:10]([OH:13])[C:11]=1[OH:12])[C:5]([O:7][CH2:8][CH2:10][CH2:11][CH2:2][CH2:3][CH3:4])=[O:6]. (3) Given the reactants [ClH:1].[CH3:2][C:3]1[C:8]([C:9]2[CH:14]=[CH:13][CH:12]=[C:11]([C:15]([N:17]3[CH2:22][CH2:21][O:20][CH2:19][CH2:18]3)=[O:16])[CH:10]=2)=[CH:7][C:6]([CH2:23][C@H:24]([NH:39][C:40]([C@H:42]2[CH2:47][CH2:46][C@H:45]([CH2:48][NH:49]C(=O)OC(C)(C)C)[CH2:44][CH2:43]2)=[O:41])[C:25](=[O:38])[NH:26][C:27]2[CH:32]=[CH:31][C:30]([C:33]3[NH:37][N:36]=[N:35][N:34]=3)=[CH:29][CH:28]=2)=[CH:5][CH:4]=1.C(#N)C, predict the reaction product. The product is: [ClH:1].[NH2:49][CH2:48][C@H:45]1[CH2:44][CH2:43][C@H:42]([C:40]([NH:39][C@@H:24]([CH2:23][C:6]2[CH:7]=[C:8]([C:9]3[CH:14]=[CH:13][CH:12]=[C:11]([C:15]([N:17]4[CH2:22][CH2:21][O:20][CH2:19][CH2:18]4)=[O:16])[CH:10]=3)[C:3]([CH3:2])=[CH:4][CH:5]=2)[C:25](=[O:38])[NH:26][C:27]2[CH:32]=[CH:31][C:30]([C:33]3[NH:34][N:35]=[N:36][N:37]=3)=[CH:29][CH:28]=2)=[O:41])[CH2:47][CH2:46]1. (4) Given the reactants [C:1]([O:5][C:6]([N:8]([C:18]1[N:23]2[N:24]=[CH:25][CH:26]=[C:22]2[C:21]([C:27]#[N:28])=[C:20]([OH:29])[C:19]=1[CH2:30][CH2:31][OH:32])[C:9]1[CH:14]=[CH:13][C:12]([O:15][CH2:16][CH3:17])=[CH:11][CH:10]=1)=[O:7])([CH3:4])([CH3:3])[CH3:2].[C:33]([Si:37]([CH3:40])([CH3:39])Cl)([CH3:36])([CH3:35])[CH3:34].N1C=CN=C1.CO, predict the reaction product. The product is: [C:1]([O:5][C:6]([N:8]([C:18]1[N:23]2[N:24]=[CH:25][CH:26]=[C:22]2[C:21]([C:27]#[N:28])=[C:20]([OH:29])[C:19]=1[CH2:30][CH2:31][O:32][Si:37]([C:33]([CH3:36])([CH3:35])[CH3:34])([CH3:40])[CH3:39])[C:9]1[CH:10]=[CH:11][C:12]([O:15][CH2:16][CH3:17])=[CH:13][CH:14]=1)=[O:7])([CH3:4])([CH3:3])[CH3:2]. (5) Given the reactants [CH2:1]([O:3]N)[CH3:2].Cl.C(Cl)Cl.[BH3-][C:10]#[N:11].[Na+].Cl.N1[CH:19]=[CH:18][CH:17]=[CH:16][CH:15]=1, predict the reaction product. The product is: [CH2:1]([O:3][NH:11][CH2:10][C:15]1[C:19]2[C:19](=[CH:15][CH:16]=[CH:17][CH:18]=2)[CH:18]=[CH:17][CH:16]=1)[CH3:2]. (6) Given the reactants Br[C:2]1[N:7]=[C:6]([C:8]2[N:13]=[CH:12][CH:11]=[CH:10][N:9]=2)[CH:5]=[CH:4][CH:3]=1.C1(C)C=CC=CC=1P(C1C=CC=CC=1C)C1C=CC=CC=1C.C(=O)([O-])[O-].[Cs+].[Cs+].[S:42]1[CH:46]=[CH:45][N:44]=[C:43]1[C:47]1[S:51][CH:50]=[N:49][CH:48]=1.C(=O)(O)[O-].[Na+], predict the reaction product. The product is: [N:9]1[CH:10]=[CH:11][CH:12]=[N:13][C:8]=1[C:6]1[N:7]=[C:2]([C:46]2[S:42][C:43]([C:47]3[S:51][CH:50]=[N:49][CH:48]=3)=[N:44][CH:45]=2)[CH:3]=[CH:4][CH:5]=1.